This data is from Forward reaction prediction with 1.9M reactions from USPTO patents (1976-2016). The task is: Predict the product of the given reaction. (1) Given the reactants [Br:1][C:2]1[CH:7]=[CH:6][C:5]([C:8]2[CH:13]=[CH:12][N:11]=[CH:10][C:9]=2[Cl:14])=[C:4]([O:15]C)[CH:3]=1.B(Br)(Br)Br.[OH-].[Na+].C(OCC)(=O)C, predict the reaction product. The product is: [Br:1][C:2]1[CH:7]=[CH:6][C:5]([C:8]2[CH:13]=[CH:12][N:11]=[CH:10][C:9]=2[Cl:14])=[C:4]([OH:15])[CH:3]=1. (2) Given the reactants [CH3:1][N:2]([C:20]1[CH:21]=[CH:22][CH:23]=[CH:24][N:25]=1)[CH2:3][CH2:4][O:5][C:6]1[CH:7]=[CH:8][C:9]([CH2:12][CH:13]2[S:19][C:17](=[O:18])[NH:16][C:14]2=[O:15])=[CH:10][CH:11]=1.[C:26]([OH:33])(=[O:32])/[CH:27]=[CH:28]\[C:29]([OH:31])=[O:30], predict the reaction product. The product is: [CH3:1][N:2]([C:20]1[CH:21]=[CH:22][CH:23]=[CH:24][N:25]=1)[CH2:3][CH2:4][O:5][C:6]1[CH:11]=[CH:10][C:9]([CH2:12][CH:13]2[S:19][C:17](=[O:18])[NH:16][C:14]2=[O:15])=[CH:8][CH:7]=1.[CH:27](/[C:26]([OH:33])=[O:32])=[CH:28]/[C:29]([OH:31])=[O:30]. (3) Given the reactants [Br:1][C:2]1[CH:3]=[C:4]([CH:10]=[C:11](/[CH:14]=[CH:15]/[CH2:16][O:17][CH3:18])[C:12]=1[CH3:13])[CH2:5][NH:6][CH:7]1[CH2:9][CH2:8]1.[C:19](O[C:19]([O:21][C:22]([CH3:25])([CH3:24])[CH3:23])=[O:20])([O:21][C:22]([CH3:25])([CH3:24])[CH3:23])=[O:20].CCN(C(C)C)C(C)C, predict the reaction product. The product is: [C:22]([O:21][C:19](=[O:20])[N:6]([CH2:5][C:4]1[CH:10]=[C:11](/[CH:14]=[CH:15]/[CH2:16][O:17][CH3:18])[C:12]([CH3:13])=[C:2]([Br:1])[CH:3]=1)[CH:7]1[CH2:8][CH2:9]1)([CH3:25])([CH3:24])[CH3:23]. (4) Given the reactants [NH:1]1[C:5]2=[N:6][CH:7]=[C:8]([C:10]#[C:11][C:12]3[N:17]=[C:16]([C@@H:18]([NH:28][C:29](=[O:47])[CH2:30][N:31]4[C:39]5[C:38]([F:41])([F:40])[CH2:37][CH2:36][C:35]([F:43])([F:42])[C:34]=5[C:33]([CH:44]([F:46])[F:45])=[N:32]4)[CH2:19][C:20]4[CH:25]=[C:24]([F:26])[CH:23]=[C:22]([F:27])[CH:21]=4)[C:15](C4C=C5C=CNC5=NC=4)=[CH:14][CH:13]=3)C=C2C=[CH:2]1.C(C1C=NC=NC=1)#C.CC1(C)C(C)(C)OB([C:73]2[CH:74]=[C:75]3[C:79](=[CH:80][CH:81]=2)[C:78]2([CH2:83][CH2:82]2)[NH:77][C:76]3=[O:84])O1, predict the reaction product. The product is: [F:46][CH:44]([F:45])[C:33]1[C:34]2[C:35]([F:42])([F:43])[CH2:36][CH2:37][C:38]([F:41])([F:40])[C:39]=2[N:31]([CH2:30][C:29]([NH:28][C@H:18]([C:16]2[C:15]([C:73]3[CH:74]=[C:75]4[C:79](=[CH:80][CH:81]=3)[C:78]3([CH2:82][CH2:83]3)[NH:77][C:76]4=[O:84])=[CH:14][CH:13]=[C:12]([C:11]#[C:10][C:8]3[CH:7]=[N:6][CH:5]=[N:1][CH:2]=3)[N:17]=2)[CH2:19][C:20]2[CH:25]=[C:24]([F:26])[CH:23]=[C:22]([F:27])[CH:21]=2)=[O:47])[N:32]=1. (5) Given the reactants [N+:1]([C:4]1[CH:13]=[CH:12][CH:11]=[C:10]2[C:5]=1[CH:6]=[CH:7][C:8](Cl)=[N:9]2)([O-])=O.[F:15][C:16]1[CH:17]=[C:18]([S:23](Cl)(=[O:25])=[O:24])[CH:19]=[C:20]([F:22])[CH:21]=1.[NH2:27][C:28]1[CH:36]=[CH:35][CH:34]=[C:33]2[C:29]=1[CH2:30][CH2:31][CH2:32]2, predict the reaction product. The product is: [F:15][C:16]1[CH:17]=[C:18]([S:23]([NH:1][C:4]2[CH:13]=[CH:12][CH:11]=[C:10]3[C:5]=2[CH:6]=[CH:7][C:8]([NH:27][C:28]2[CH:36]=[CH:35][CH:34]=[C:33]4[C:29]=2[CH2:30][CH2:31][CH2:32]4)=[N:9]3)(=[O:25])=[O:24])[CH:19]=[C:20]([F:22])[CH:21]=1.